From a dataset of Catalyst prediction with 721,799 reactions and 888 catalyst types from USPTO. Predict which catalyst facilitates the given reaction. Reactant: [CH2:1]([N:4]1[C:8]2[CH:9]=[C:10]([C:26]([O:28][CH2:29][CH3:30])=[O:27])[C:11]3[C:12](=O)[CH2:13][C:14]4([NH:23][C:24]=3[C:7]=2[N:6]=[C:5]1[CH3:31])[CH2:22][C:21]1[C:16](=[CH:17][CH:18]=[CH:19][CH:20]=1)[CH2:15]4)[CH:2]=[CH2:3].C([SiH](CC)CC)C. Product: [CH2:1]([N:4]1[C:8]2[CH:9]=[C:10]([C:26]([O:28][CH2:29][CH3:30])=[O:27])[C:11]3[CH2:12][CH2:13][C:14]4([NH:23][C:24]=3[C:7]=2[N:6]=[C:5]1[CH3:31])[CH2:22][C:21]1[C:16](=[CH:17][CH:18]=[CH:19][CH:20]=1)[CH2:15]4)[CH:2]=[CH2:3]. The catalyst class is: 55.